Dataset: Forward reaction prediction with 1.9M reactions from USPTO patents (1976-2016). Task: Predict the product of the given reaction. (1) Given the reactants [CH2:1]([N:8]1[C:16]2[C:15](=[O:17])[NH:14][C:13](=[O:18])[N:12]([CH3:19])[C:11]=2[C:10]([C:20]#[N:21])=[C:9]1Br)[C:2]1[CH:7]=[CH:6][CH:5]=[CH:4][CH:3]=1.[C:23]([O:27][C:28]([N:30]1[CH2:36][CH2:35][CH2:34][NH:33][CH2:32][CH2:31]1)=[O:29])([CH3:26])([CH3:25])[CH3:24], predict the reaction product. The product is: [C:23]([O:27][C:28]([N:30]1[CH2:36][CH2:35][CH2:34][N:33]([C:9]2[N:8]([CH2:1][C:2]3[CH:7]=[CH:6][CH:5]=[CH:4][CH:3]=3)[C:16]3[C:15](=[O:17])[NH:14][C:13](=[O:18])[N:12]([CH3:19])[C:11]=3[C:10]=2[C:20]#[N:21])[CH2:32][CH2:31]1)=[O:29])([CH3:26])([CH3:24])[CH3:25]. (2) Given the reactants C[O:2][C:3]([C@@H:5]1[CH2:9][C@@H:8]([S:10]([C:13]2[CH:18]=[CH:17][CH:16]=[CH:15][C:14]=2[C:19]([F:22])([F:21])[F:20])(=[O:12])=[O:11])[CH2:7][N:6]1[C:23]1[N:24]([C:29]2[CH:30]=[C:31]([CH3:35])[CH:32]=[CH:33][CH:34]=2)[N:25]=[C:26]([CH3:28])[CH:27]=1)=[O:4].[OH-].[Li+], predict the reaction product. The product is: [CH3:28][C:26]1[CH:27]=[C:23]([N:6]2[CH2:7][C@H:8]([S:10]([C:13]3[CH:18]=[CH:17][CH:16]=[CH:15][C:14]=3[C:19]([F:20])([F:22])[F:21])(=[O:12])=[O:11])[CH2:9][C@H:5]2[C:3]([OH:4])=[O:2])[N:24]([C:29]2[CH:30]=[C:31]([CH3:35])[CH:32]=[CH:33][CH:34]=2)[N:25]=1. (3) Given the reactants [CH3:1][O:2][CH:3]([O:12][CH3:13])[C:4]1[CH:9]=[CH:8][C:7]([F:10])=[C:6](Br)[CH:5]=1.C([Li])CCC.CN(C)[CH:21]=[O:22].[Cl-].[NH4+], predict the reaction product. The product is: [CH3:1][O:2][CH:3]([O:12][CH3:13])[C:4]1[CH:9]=[CH:8][C:7]([F:10])=[C:6]([CH:5]=1)[CH:21]=[O:22]. (4) Given the reactants Br[C:2]1[CH:14]=[CH:13][C:5]([O:6][CH2:7][CH2:8][CH2:9][C:10]([OH:12])=[O:11])=[CH:4][CH:3]=1.CC1(C)C[O:20][B:19](B2OCC(C)(C)CO2)[O:18]C1.C([O-])(=O)C.[K+].Cl, predict the reaction product. The product is: [B:19]([C:2]1[CH:14]=[CH:13][C:5]([O:6][CH2:7][CH2:8][CH2:9][C:10]([OH:12])=[O:11])=[CH:4][CH:3]=1)([OH:20])[OH:18].